This data is from Experimentally validated miRNA-target interactions with 360,000+ pairs, plus equal number of negative samples. The task is: Binary Classification. Given a miRNA mature sequence and a target amino acid sequence, predict their likelihood of interaction. (1) The miRNA is mmu-miR-29b-3p with sequence UAGCACCAUUUGAAAUCAGUGUU. The protein sequence of the target gene is METQQVDAVTFEDVAVDFTQEEWTSLDPVQRNLYRDVMLENYQNLATVGGQMFKPSLISWLEKKVELTVIEQGILQEWEMHLKTKRTALQQDRFWSDMSNGMQLGREHSGGEPGDPVQVGAVFSEDSCPQTHSSTSNTGNTFACNLDGKDFQPLLKETSTEENIVQLNQCVKPLIFTPDVSQKKCTPEKSVECSDCGETFVNQLELQTHSSSHREKNIHKSEECGQASTHPISHGGHVIPTEKKYYECKKCEKFFTHPVYLNIHMQSHTVEKPYDCKECGKAFTERSSLIVHLRQHTREK.... Result: 1 (interaction). (2) The miRNA is hsa-miR-6504-3p with sequence CAUUACAGCACAGCCAUUCU. The protein sequence of the target gene is MSIQAPPRLLELAGQSLLRDQALSISAMEELPRVLYLPLFREAFSRRHFQTLTVMVQAWPFTCLPLVSLMKTLHLEPLKALLEGLHMLLTQKDRPRRWKLQVLDLRDVDENFWARWPGAWALSCFPEAMSKRQTAEDCPRTGEHQPLKVFIDICLKEIPQDECLRYLFQWVYQRRGLVHLCCSKLVNYLTPIKYLRKSLKIIYINSIGELEIHNTCWPHLIRKLYCYLKEMKTLCKLVFSRCHHYTSDNELEGWLVTRFTSVFLRLEHLQLLKIKLITFFSGHLEQLIRCLQNPLENLEL.... Result: 0 (no interaction).